From a dataset of Forward reaction prediction with 1.9M reactions from USPTO patents (1976-2016). Predict the product of the given reaction. (1) The product is: [Cl:1][C:2]1[CH:3]=[C:4]([CH:17]=[CH:18][CH:19]=1)[CH2:5][C:6]1[NH:7][C:8](=[O:16])[C:9]([C:14]#[N:15])=[C:10]([N:20]2[CH2:24][CH2:23][CH2:22][CH2:21]2)[N:11]=1. Given the reactants [Cl:1][C:2]1[CH:3]=[C:4]([CH:17]=[CH:18][CH:19]=1)[CH2:5][C:6]1[NH:7][C:8](=[O:16])[C:9]([C:14]#[N:15])=[C:10](SC)[N:11]=1.[NH:20]1[CH2:24][CH2:23][CH2:22][CH2:21]1, predict the reaction product. (2) Given the reactants [C:1]([O:4][CH2:5][C:6]1[C:11]([OH:12])=[CH:10][CH:9]=[CH:8][N:7]=1)(=[O:3])[CH3:2].C(OC1C(COC(=O)C)=NC=CC=1)(=O)C.[Br:28]N1C(=O)CCC1=O.S([O-])([O-])(=O)=S.[Na+].[Na+], predict the reaction product. The product is: [Br:28][C:8]1[N:7]=[C:6]([CH2:5][O:4][C:1](=[O:3])[CH3:2])[C:11]([OH:12])=[CH:10][CH:9]=1.